Dataset: Reaction yield outcomes from USPTO patents with 853,638 reactions. Task: Predict the reaction yield, written as a fraction of the theoretical maximum amount of product (1.0 means a 100% yield; for example, 0.34 means a 34% yield). (1) The reactants are Cl.[N:2]1([C:8]2[CH:13]=[CH:12][C:11]([NH:14][C:15]([C:17]3[N:18]=[C:19]([C:26]4[CH:31]=[CH:30][CH:29]=[CH:28][CH:27]=4)[O:20][C:21]=3[C:22]([F:25])([F:24])[F:23])=[O:16])=[CH:10][CH:9]=2)[CH2:7][CH2:6][NH:5][CH2:4][CH2:3]1.[NH:32]1[C:36]([CH2:37][C:38](O)=[O:39])=[N:35][N:34]=[N:33]1.C(N(CC)CC)C.F[P-](F)(F)(F)(F)F.N1(O[P+](N(C)C)(N(C)C)N(C)C)C2C=CC=CC=2N=N1. The catalyst is CN(C=O)C.C(Cl)Cl. The product is [NH:32]1[C:36]([CH2:37][C:38]([N:5]2[CH2:6][CH2:7][N:2]([C:8]3[CH:13]=[CH:12][C:11]([NH:14][C:15]([C:17]4[N:18]=[C:19]([C:26]5[CH:31]=[CH:30][CH:29]=[CH:28][CH:27]=5)[O:20][C:21]=4[C:22]([F:23])([F:25])[F:24])=[O:16])=[CH:10][CH:9]=3)[CH2:3][CH2:4]2)=[O:39])=[N:35][N:34]=[N:33]1. The yield is 0.420. (2) The reactants are FC1C=CC(C2C=NC(N3CCN(S(C[C@H](C(C)C)C([NH:27][OH:28])=O)(=O)=O)CC3)=NC=2)=CC=1.[Cl:32][C:33]1[CH:38]=[CH:37][C:36]([C:39]2[CH:40]=[N:41][C:42]([CH:45]3[CH2:50][CH2:49][N:48]([S:51]([CH2:54][C@H:55]([CH:59]([CH3:61])[CH3:60])[C:56](O)=[O:57])(=[O:53])=[O:52])[CH2:47][CH2:46]3)=[N:43][CH:44]=2)=[CH:35][CH:34]=1. No catalyst specified. The product is [Cl:32][C:33]1[CH:38]=[CH:37][C:36]([C:39]2[CH:40]=[N:41][C:42]([CH:45]3[CH2:50][CH2:49][N:48]([S:51]([CH2:54][C@H:55]([CH:59]([CH3:61])[CH3:60])[C:56]([NH:27][OH:28])=[O:57])(=[O:52])=[O:53])[CH2:47][CH2:46]3)=[N:43][CH:44]=2)=[CH:35][CH:34]=1. The yield is 0.820. (3) The reactants are [CH2:1]([N:3]1[C:7]([CH:8]2C(=O)O[C:11](C)(C)[O:10][C:9]2=[O:17])=[CH:6][C:5]([CH3:18])=[N:4]1)[CH3:2].CC1C=CC(S(O)(=O)=O)=CC=1.O.C(N(CC)CC)C. The catalyst is CO. The product is [CH3:11][O:10][C:9](=[O:17])[CH2:8][C:7]1[N:3]([CH2:1][CH3:2])[N:4]=[C:5]([CH3:18])[CH:6]=1. The yield is 0.700. (4) The reactants are [NH:1]1[CH:5]=[CH:4][N:3]=[C:2]1[C:6]1[CH:7]=[CH:8][C:9]([CH3:29])=[C:10]([NH:12][C:13](=[O:28])[C:14]2[CH:19]=[CH:18][C:17]([C:20]#[C:21][C:22]3[CH:27]=[CH:26][CH:25]=[CH:24][N:23]=3)=[CH:16][CH:15]=2)[CH:11]=1.CC(C[AlH]CC(C)C)C.O.CCOC(C)=O. The catalyst is C1COCC1. The product is [NH:1]1[CH:5]=[CH:4][N:3]=[C:2]1[C:6]1[CH:7]=[CH:8][C:9]([CH3:29])=[C:10]([NH:12][C:13](=[O:28])[C:14]2[CH:19]=[CH:18][C:17](/[CH:20]=[CH:21]/[C:22]3[CH:27]=[CH:26][CH:25]=[CH:24][N:23]=3)=[CH:16][CH:15]=2)[CH:11]=1. The yield is 0.170. (5) The catalyst is C1COCC1. The yield is 0.332. The reactants are [C:1]([O:5][C:6]([N:8]1[CH2:13][CH2:12][N:11]([CH:14]([CH3:18])[C:15](O)=[O:16])[CH2:10][CH2:9]1)=[O:7])([CH3:4])([CH3:3])[CH3:2]. The product is [OH:16][CH2:15][CH:14]([N:11]1[CH2:12][CH2:13][N:8]([C:6]([O:5][C:1]([CH3:2])([CH3:4])[CH3:3])=[O:7])[CH2:9][CH2:10]1)[CH3:18]. (6) The reactants are [C:1]([O:5][C:6]([NH:8][CH:9]([CH3:16])[CH2:10]OS(C)(=O)=O)=[O:7])([CH3:4])([CH3:3])[CH3:2].[NH:17]1[CH2:22][CH2:21][O:20][CH2:19][CH2:18]1.C([O-])([O-])=O.[K+].[K+]. The catalyst is CC#N. The product is [C:1]([O:5][C:6](=[O:7])[NH:8][CH:9]([CH3:16])[CH2:10][N:17]1[CH2:22][CH2:21][O:20][CH2:19][CH2:18]1)([CH3:4])([CH3:3])[CH3:2]. The yield is 0.620.